From a dataset of Reaction yield outcomes from USPTO patents with 853,638 reactions. Predict the reaction yield, written as a fraction of the theoretical maximum amount of product (1.0 means a 100% yield; for example, 0.34 means a 34% yield). (1) The reactants are [Br:1][C:2]1[CH:7]=[CH:6][C:5]([C:8]2([CH2:23][OH:24])[C:16]3[C:11](=[CH:12][CH:13]=[CH:14][CH:15]=3)[N:10]([CH2:17][CH2:18][CH2:19][CH2:20][CH3:21])[C:9]2=[O:22])=[C:4](O)[CH:3]=1.ClC1C=CC(Cl)=C2C=1C(C1C(O)=CC3OCOC=3C=1)(CO)C(=O)N2CCCCC. No catalyst specified. The product is [Br:1][C:2]1[CH:3]=[CH:4][C:5]2[C:8]3([CH2:23][O:24][C:6]=2[CH:7]=1)[C:16]1[C:11](=[CH:12][CH:13]=[CH:14][CH:15]=1)[N:10]([CH2:17][CH2:18][CH2:19][CH2:20][CH3:21])[C:9]3=[O:22]. The yield is 0.820. (2) The reactants are [CH3:1][O:2][C:3]1[CH:4]=[C:5]([CH:7]=[CH:8][CH:9]=1)[NH2:6].[N:10]1[CH:15]=[CH:14][CH:13]=[CH:12][C:11]=1[C:16](O)=[O:17].CCN=C=NCCCN(C)C.Cl.CCN(CC)CC.OC1C2N=NNC=2C=CC=1. The catalyst is C(Cl)Cl. The product is [CH3:1][O:2][C:3]1[CH:4]=[C:5]([NH:6][C:16](=[O:17])[C:11]2[CH:12]=[CH:13][CH:14]=[CH:15][N:10]=2)[CH:7]=[CH:8][CH:9]=1. The yield is 0.900. (3) The yield is 0.990. The catalyst is C(Cl)Cl. The reactants are [C:1]([O:5][C:6]([N:8]1[CH2:13][CH2:12][CH:11]([NH:14][C@H:15]([C:18]2[CH:23]=[CH:22][CH:21]=[CH:20][CH:19]=2)[CH2:16][OH:17])[CH2:10][CH2:9]1)=[O:7])([CH3:4])([CH3:3])[CH3:2].[CH2:24]([O:26][C:27](=[O:32])[CH2:28][N:29]=[C:30]=[O:31])[CH3:25]. The product is [C:1]([O:5][C:6]([N:8]1[CH2:9][CH2:10][CH:11]([N:14]([CH:15]([C:18]2[CH:19]=[CH:20][CH:21]=[CH:22][CH:23]=2)[CH2:16][OH:17])[C:30]([NH:29][CH2:28][C:27]([O:26][CH2:24][CH3:25])=[O:32])=[O:31])[CH2:12][CH2:13]1)=[O:7])([CH3:4])([CH3:2])[CH3:3]. (4) The reactants are [F:1][C:2]1[CH:17]=[C:16]([CH:18]=O)[CH:15]=[CH:14][C:3]=1[O:4][C:5]1[CH:6]=[CH:7][C:8]([C:11]([NH2:13])=[O:12])=[N:9][CH:10]=1.[S:20]1[CH:24]=[CH:23][CH:22]=[C:21]1[CH2:25][CH2:26][NH2:27]. No catalyst specified. The product is [F:1][C:2]1[CH:17]=[C:16]([CH2:18][NH:27][CH2:26][CH2:25][C:21]2[S:20][CH:24]=[CH:23][CH:22]=2)[CH:15]=[CH:14][C:3]=1[O:4][C:5]1[CH:6]=[CH:7][C:8]([C:11]([NH2:13])=[O:12])=[N:9][CH:10]=1. The yield is 0.602. (5) The yield is 0.570. The reactants are [NH2:1][C:2]1[CH:3]=[C:4]([CH:8]=[CH:9][C:10]=1[OH:11])[C:5]([OH:7])=O.[CH3:12][CH2:13][CH2:14][CH:15]([NH2:19])[CH2:16][CH2:17][CH3:18]. The product is [NH2:1][C:2]1[CH:3]=[C:4]([CH:8]=[CH:9][C:10]=1[OH:11])[C:5]([NH:19][CH:15]([CH2:16][CH2:17][CH3:18])[CH2:14][CH2:13][CH3:12])=[O:7]. No catalyst specified. (6) The reactants are [N+]([C:4]1C=CC=CC=1O)([O-])=O.[Br:11][C:12]1[C:17]([N+:18]([O-:20])=[O:19])=[CH:16][CH:15]=[CH:14][C:13]=1[OH:21].C(=O)([O-])[O-].[Cs+].[Cs+].CI. The catalyst is CN(C=O)C. The product is [Br:11][C:12]1[C:17]([N+:18]([O-:20])=[O:19])=[CH:16][CH:15]=[CH:14][C:13]=1[O:21][CH3:4]. The yield is 0.940.